From a dataset of CYP1A2 inhibition data for predicting drug metabolism from PubChem BioAssay. Regression/Classification. Given a drug SMILES string, predict its absorption, distribution, metabolism, or excretion properties. Task type varies by dataset: regression for continuous measurements (e.g., permeability, clearance, half-life) or binary classification for categorical outcomes (e.g., BBB penetration, CYP inhibition). Dataset: cyp1a2_veith. The compound is COC(=O)COc1ccc(C2NC(=O)NC(c3ccccc3)=C2C(C)=O)cc1OC. The result is 0 (non-inhibitor).